Dataset: Full USPTO retrosynthesis dataset with 1.9M reactions from patents (1976-2016). Task: Predict the reactants needed to synthesize the given product. Given the product [Br:12][C:13]1[CH:14]=[CH:15][C:16]([CH:19]([NH:24][C@@H:25]([CH2:29][CH:30]([CH3:32])[CH3:31])[C:26]([N:5]2[CH2:6][C@H:2]([F:1])[C@H:3]3[O:9][CH2:8][C@H:7]([OH:10])[C@@H:4]23)=[O:27])[C:20]([F:23])([F:22])[F:21])=[CH:17][CH:18]=1, predict the reactants needed to synthesize it. The reactants are: [F:1][C@H:2]1[CH2:6][NH2+:5][C@@H:4]2[C@@H:7]([OH:10])[CH2:8][O:9][C@H:3]12.[Cl-].[Br:12][C:13]1[CH:18]=[CH:17][C:16]([CH:19]([NH:24][C@@H:25]([CH2:29][CH:30]([CH3:32])[CH3:31])[C:26](O)=[O:27])[C:20]([F:23])([F:22])[F:21])=[CH:15][CH:14]=1.C1CCC(N=C=NC2CCCCC2)CC1.C(N(C(C)C)CC)(C)C.